From a dataset of Forward reaction prediction with 1.9M reactions from USPTO patents (1976-2016). Predict the product of the given reaction. (1) Given the reactants [CH3:1][NH:2][CH3:3].O.Cl[C:6]1[N:11]=[C:10]([NH2:12])[CH:9]=[CH:8][N:7]=1, predict the reaction product. The product is: [CH3:1][N:2]([CH3:3])[C:6]1[N:11]=[C:10]([NH2:12])[CH:9]=[CH:8][N:7]=1. (2) Given the reactants [CH3:1][C@@:2]1([CH2:8][CH2:9][C:10]2[NH:11][C:12]([C:15](=[O:26])[CH2:16][CH2:17][CH2:18][CH2:19][C:20]3[CH:25]=[CH:24][CH:23]=[CH:22][CH:21]=3)=[CH:13][CH:14]=2)[CH2:6][O:5]C(=O)[NH:3]1.CO.O1CCCC1.[OH-].[Na+], predict the reaction product. The product is: [NH2:3][C@:2]([CH3:1])([CH2:8][CH2:9][C:10]1[NH:11][C:12]([C:15](=[O:26])[CH2:16][CH2:17][CH2:18][CH2:19][C:20]2[CH:21]=[CH:22][CH:23]=[CH:24][CH:25]=2)=[CH:13][CH:14]=1)[CH2:6][OH:5]. (3) Given the reactants [F:1][C:2]([F:29])([O:7][C:8]1[CH:13]=[CH:12][C:11]([N:14]2[CH:18]=[N:17][C:16]([C:19]3[CH:28]=[CH:27][C:22]([C:23]([O:25]C)=[O:24])=[CH:21][CH:20]=3)=[N:15]2)=[CH:10][CH:9]=1)[C:3]([F:6])([F:5])[F:4].C1COCC1.[OH-].[Li+].Cl, predict the reaction product. The product is: [F:29][C:2]([F:1])([O:7][C:8]1[CH:9]=[CH:10][C:11]([N:14]2[CH:18]=[N:17][C:16]([C:19]3[CH:20]=[CH:21][C:22]([C:23]([OH:25])=[O:24])=[CH:27][CH:28]=3)=[N:15]2)=[CH:12][CH:13]=1)[C:3]([F:6])([F:5])[F:4]. (4) Given the reactants F[C:2]1[CH:7]=[CH:6][C:5]([C:8]2[O:9][C:10]3[CH:16]=[CH:15][CH:14]=[CH:13][C:11]=3[N:12]=2)=[CH:4][C:3]=1[N+:17]([O-])=O.C(=O)([O-])O.[Na+].[CH3:25][O:26][C:27]1[CH:32]=[CH:31][CH:30]=[C:29]([NH2:33])[CH:28]=1.[H][H], predict the reaction product. The product is: [CH3:25][O:26][C:27]1[CH:28]=[C:29]([NH:33][C:2]2[CH:7]=[CH:6][C:5]([C:8]3[O:9][C:10]4[CH:16]=[CH:15][CH:14]=[CH:13][C:11]=4[N:12]=3)=[CH:4][C:3]=2[NH2:17])[CH:30]=[CH:31][CH:32]=1. (5) Given the reactants [C:1]([O:5][C:6]([NH:8][C:9]1[S:13][C:12]([C:14]([OH:16])=O)=[C:11]([CH3:17])[CH:10]=1)=[O:7])([CH3:4])([CH3:3])[CH3:2].[CH3:18][N:19]([CH2:27][CH2:28][NH:29][CH3:30])[C:20](=[O:26])[O:21][C:22]([CH3:25])([CH3:24])[CH3:23].Cl.C(N=C=NCCCN(C)C)C, predict the reaction product. The product is: [C:1]([O:5][C:6]([NH:8][C:9]1[S:13][C:12]([C:14]([N:29]([CH3:30])[CH2:28][CH2:27][N:19]([CH3:18])[C:20](=[O:26])[O:21][C:22]([CH3:23])([CH3:24])[CH3:25])=[O:16])=[C:11]([CH3:17])[CH:10]=1)=[O:7])([CH3:2])([CH3:3])[CH3:4]. (6) The product is: [F:1][C:2]1[CH:3]=[CH:4][C:5]([N:8]2[C:16]3[C:11](=[CH:12][C:13]([O:17][C@H:18]([CH2:22][C:23]4[CH:24]=[CH:25][CH:26]=[CH:27][CH:28]=4)[C@@H:19]([NH:21][C:29](=[O:34])[C:30]([CH3:33])([CH3:32])[CH3:31])[CH3:20])=[CH:14][CH:15]=3)[CH:10]=[N:9]2)=[CH:6][CH:7]=1. Given the reactants [F:1][C:2]1[CH:7]=[CH:6][C:5]([N:8]2[C:16]3[C:11](=[CH:12][C:13]([O:17][C@H:18]([CH2:22][C:23]4[CH:28]=[CH:27][CH:26]=[CH:25][CH:24]=4)[C@@H:19]([NH2:21])[CH3:20])=[CH:14][CH:15]=3)[CH:10]=[N:9]2)=[CH:4][CH:3]=1.[C:29](Cl)(=[O:34])[C:30]([CH3:33])([CH3:32])[CH3:31], predict the reaction product. (7) Given the reactants [C:1]([O:5][C:6]([N:8]1[CH2:13][CH2:12][CH:11]([CH:14]=O)[CH2:10][CH2:9]1)=[O:7])([CH3:4])([CH3:3])[CH3:2].[NH2:16][C:17]1[CH:32]=[CH:31][CH:30]=[CH:29][C:18]=1[C:19]([NH:21][C:22]1[CH:27]=[CH:26][C:25]([Cl:28])=[CH:24][N:23]=1)=[O:20].C1(C)C=CC(S([O-])(=O)=O)=CC=1.[NH+]1C=CC=CC=1.O, predict the reaction product. The product is: [Cl:28][C:25]1[CH:26]=[CH:27][C:22]([NH:21][C:19](=[O:20])[C:18]2[CH:29]=[CH:30][CH:31]=[CH:32][C:17]=2[N:16]=[CH:14][CH:11]2[CH2:10][CH2:9][N:8]([C:6]([O:5][C:1]([CH3:2])([CH3:3])[CH3:4])=[O:7])[CH2:13][CH2:12]2)=[N:23][CH:24]=1.